From a dataset of Reaction yield outcomes from USPTO patents with 853,638 reactions. Predict the reaction yield, written as a fraction of the theoretical maximum amount of product (1.0 means a 100% yield; for example, 0.34 means a 34% yield). The reactants are [Br:1][C:2]1[CH:7]=[CH:6][C:5]([O:8][C:9](=[O:14])[CH:10]=[C:11]([CH3:13])[CH3:12])=[CH:4][CH:3]=1.[Cl-].[Al+3].[Cl-].[Cl-]. The catalyst is ClCCl. The product is [Br:1][C:2]1[CH:3]=[C:4]2[C:5](=[CH:6][CH:7]=1)[O:8][C:9](=[O:14])[CH2:10][C:11]2([CH3:12])[CH3:13]. The yield is 0.570.